From a dataset of Full USPTO retrosynthesis dataset with 1.9M reactions from patents (1976-2016). Predict the reactants needed to synthesize the given product. (1) Given the product [Br:13][C:9]1[CH:10]=[CH:2][CH:3]=[C:4]2[C:8]=1[CH:7]([NH2:12])[CH2:6][CH2:5]2, predict the reactants needed to synthesize it. The reactants are: Cl[C:2]1[CH:3]=[C:4]2[C:8](=[C:9](Cl)[CH:10]=1)[CH:7]([NH2:12])[CH2:6][CH2:5]2.[Br:13]C1C=CC=C2C=1C(=O)CC2. (2) The reactants are: [CH3:1][O:2][C:3]([C:5]1[C:10]([O:11][CH2:12][C:13]2[CH:18]=[CH:17][CH:16]=[CH:15][CH:14]=2)=[C:9]([OH:19])[C:8]([CH2:20][C:21]2[CH:26]=[CH:25][C:24]([F:27])=[CH:23][C:22]=2[F:28])=[CH:7][N:6]=1)=[O:4].Br[CH2:30][CH:31]=[CH2:32]. Given the product [CH3:1][O:2][C:3]([C:5]1[N:6]([CH2:32][CH:31]=[CH2:30])[CH:7]=[C:8]([CH2:20][C:21]2[CH:26]=[CH:25][C:24]([F:27])=[CH:23][C:22]=2[F:28])[C:9](=[O:19])[C:10]=1[O:11][CH2:12][C:13]1[CH:14]=[CH:15][CH:16]=[CH:17][CH:18]=1)=[O:4], predict the reactants needed to synthesize it. (3) Given the product [F:1][C:2]1[CH:3]=[CH:4][C:5]([C:8](=[O:20])[CH2:9][CH2:10][CH2:11][N:12]2[CH2:17][CH2:16][CH2:15][CH:14]([CH2:18][O:19][S:34]([C:31]3[CH:32]=[CH:33][CH:28]=[CH:29][CH:30]=3)(=[O:36])=[O:35])[CH2:13]2)=[CH:6][CH:7]=1, predict the reactants needed to synthesize it. The reactants are: [F:1][C:2]1[CH:7]=[CH:6][C:5]([C:8](=[O:20])[CH2:9][CH2:10][CH2:11][N:12]2[CH2:17][CH2:16][CH2:15][CH:14]([CH2:18][OH:19])[CH2:13]2)=[CH:4][CH:3]=1.C(N(CC)CC)C.[C:28]1(C)[CH:33]=[CH:32][C:31]([S:34](Cl)(=[O:36])=[O:35])=[CH:30][CH:29]=1.